From a dataset of Full USPTO retrosynthesis dataset with 1.9M reactions from patents (1976-2016). Predict the reactants needed to synthesize the given product. Given the product [Cl:2][C:10]1[N:9]([CH2:19][CH2:20][CH2:21][C:22]([O:24][CH3:25])=[O:23])[C:8](=[O:7])[C:17]2[C:12](=[CH:13][CH:14]=[CH:15][CH:16]=2)[N:11]=1, predict the reactants needed to synthesize it. The reactants are: P(Cl)(Cl)(Cl)(Cl)[Cl:2].[O:7]=[C:8]1[C:17]2[C:12](=[CH:13][CH:14]=[CH:15][CH:16]=2)[NH:11][C:10](=S)[N:9]1[CH2:19][CH2:20][CH2:21][C:22]([O:24][CH3:25])=[O:23].